The task is: Regression. Given two drug SMILES strings and cell line genomic features, predict the synergy score measuring deviation from expected non-interaction effect.. This data is from NCI-60 drug combinations with 297,098 pairs across 59 cell lines. (1) Drug 1: CS(=O)(=O)C1=CC(=C(C=C1)C(=O)NC2=CC(=C(C=C2)Cl)C3=CC=CC=N3)Cl. Drug 2: C1=CC(=CC=C1CCCC(=O)O)N(CCCl)CCCl. Cell line: SK-OV-3. Synergy scores: CSS=25.4, Synergy_ZIP=-2.36, Synergy_Bliss=1.27, Synergy_Loewe=-0.125, Synergy_HSA=0.994. (2) Drug 1: CN(C)N=NC1=C(NC=N1)C(=O)N. Cell line: HCT-15. Synergy scores: CSS=-4.36, Synergy_ZIP=0.309, Synergy_Bliss=-1.08, Synergy_Loewe=-3.33, Synergy_HSA=-2.80. Drug 2: CCC1(CC2CC(C3=C(CCN(C2)C1)C4=CC=CC=C4N3)(C5=C(C=C6C(=C5)C78CCN9C7C(C=CC9)(C(C(C8N6C=O)(C(=O)OC)O)OC(=O)C)CC)OC)C(=O)OC)O.OS(=O)(=O)O. (3) Drug 1: CC1=C(C=C(C=C1)NC2=NC=CC(=N2)N(C)C3=CC4=NN(C(=C4C=C3)C)C)S(=O)(=O)N.Cl. Drug 2: CC1CCCC2(C(O2)CC(NC(=O)CC(C(C(=O)C(C1O)C)(C)C)O)C(=CC3=CSC(=N3)C)C)C. Cell line: SK-MEL-28. Synergy scores: CSS=-8.48, Synergy_ZIP=1.94, Synergy_Bliss=-2.18, Synergy_Loewe=-12.0, Synergy_HSA=-6.88. (4) Drug 1: C1=C(C(=O)NC(=O)N1)N(CCCl)CCCl. Drug 2: CN(C)C1=NC(=NC(=N1)N(C)C)N(C)C. Cell line: M14. Synergy scores: CSS=23.4, Synergy_ZIP=-3.96, Synergy_Bliss=-1.24, Synergy_Loewe=-16.1, Synergy_HSA=-4.28. (5) Drug 1: CC12CCC(CC1=CCC3C2CCC4(C3CC=C4C5=CN=CC=C5)C)O. Drug 2: CCN(CC)CCCC(C)NC1=C2C=C(C=CC2=NC3=C1C=CC(=C3)Cl)OC. Cell line: MDA-MB-435. Synergy scores: CSS=10.5, Synergy_ZIP=-1.29, Synergy_Bliss=1.55, Synergy_Loewe=1.10, Synergy_HSA=1.02. (6) Drug 1: CCN(CC)CCNC(=O)C1=C(NC(=C1C)C=C2C3=C(C=CC(=C3)F)NC2=O)C. Drug 2: CC12CCC3C(C1CCC2OP(=O)(O)O)CCC4=C3C=CC(=C4)OC(=O)N(CCCl)CCCl.[Na+]. Cell line: NCI/ADR-RES. Synergy scores: CSS=-4.54, Synergy_ZIP=1.93, Synergy_Bliss=-0.517, Synergy_Loewe=-3.88, Synergy_HSA=-3.86. (7) Drug 1: CC1=C(C=C(C=C1)NC(=O)C2=CC=C(C=C2)CN3CCN(CC3)C)NC4=NC=CC(=N4)C5=CN=CC=C5. Drug 2: CC(C)(C#N)C1=CC(=CC(=C1)CN2C=NC=N2)C(C)(C)C#N. Cell line: IGROV1. Synergy scores: CSS=-1.76, Synergy_ZIP=0.646, Synergy_Bliss=0.600, Synergy_Loewe=-1.47, Synergy_HSA=-0.740.